From a dataset of NCI-60 drug combinations with 297,098 pairs across 59 cell lines. Regression. Given two drug SMILES strings and cell line genomic features, predict the synergy score measuring deviation from expected non-interaction effect. (1) Drug 1: COC1=CC(=CC(=C1O)OC)C2C3C(COC3=O)C(C4=CC5=C(C=C24)OCO5)OC6C(C(C7C(O6)COC(O7)C8=CC=CS8)O)O. Drug 2: CC12CCC3C(C1CCC2O)C(CC4=C3C=CC(=C4)O)CCCCCCCCCS(=O)CCCC(C(F)(F)F)(F)F. Cell line: UO-31. Synergy scores: CSS=11.1, Synergy_ZIP=-4.78, Synergy_Bliss=-1.59, Synergy_Loewe=0.467, Synergy_HSA=-0.141. (2) Drug 1: COC1=CC(=CC(=C1O)OC)C2C3C(COC3=O)C(C4=CC5=C(C=C24)OCO5)OC6C(C(C7C(O6)COC(O7)C8=CC=CS8)O)O. Drug 2: CN1C(=O)N2C=NC(=C2N=N1)C(=O)N. Cell line: A498. Synergy scores: CSS=29.0, Synergy_ZIP=3.60, Synergy_Bliss=4.20, Synergy_Loewe=-22.9, Synergy_HSA=2.46.